From a dataset of HIV replication inhibition screening data with 41,000+ compounds from the AIDS Antiviral Screen. Binary Classification. Given a drug SMILES string, predict its activity (active/inactive) in a high-throughput screening assay against a specified biological target. (1) The drug is CC(=O)c1c(O)cc(C)oc1=O. The result is 0 (inactive). (2) The compound is N#Cc1cnc(N)nc1NCC1(CO)CC(CCc2ccccc2)C1. The result is 0 (inactive).